From a dataset of Catalyst prediction with 721,799 reactions and 888 catalyst types from USPTO. Predict which catalyst facilitates the given reaction. (1) The catalyst class is: 287. Product: [C:14]1([CH2:20][CH2:21][CH2:22][N:23]2[CH2:28][CH2:27][CH2:26][C@@H:25]([NH:29][C:2]3[N:3]=[CH:4][C:5](/[CH:8]=[CH:9]/[C:10]([O:12][CH3:13])=[O:11])=[N:6][CH:7]=3)[CH2:24]2)[CH:15]=[CH:16][CH:17]=[CH:18][CH:19]=1. Reactant: Cl[C:2]1[N:3]=[CH:4][C:5](/[CH:8]=[CH:9]/[C:10]([O:12][CH3:13])=[O:11])=[N:6][CH:7]=1.[C:14]1([CH2:20][CH2:21][CH2:22][N:23]2[CH2:28][CH2:27][CH2:26][C@@H:25]([NH2:29])[CH2:24]2)[CH:19]=[CH:18][CH:17]=[CH:16][CH:15]=1.P([O-])([O-])([O-])=O.[K+].[K+].[K+].Cl. (2) Reactant: [CH:1]1([CH2:7][NH2:8])[CH2:6][CH2:5][CH2:4][CH2:3][CH2:2]1.[Br:9][C:10]1[CH:19]=[C:18]2[C:13]([C:14](Cl)=[C:15]([N+:20]([O-:22])=[O:21])[CH:16]=[N:17]2)=[CH:12][CH:11]=1. Product: [Br:9][C:10]1[CH:19]=[C:18]2[C:13]([C:14]([NH:8][CH2:7][CH:1]3[CH2:6][CH2:5][CH2:4][CH2:3][CH2:2]3)=[C:15]([N+:20]([O-:22])=[O:21])[CH:16]=[N:17]2)=[CH:12][CH:11]=1. The catalyst class is: 4. (3) Reactant: [Br:1][C:2]1[CH:10]=[CH:9][C:5]([C:6](O)=[O:7])=[C:4]([CH3:11])[CH:3]=1.B.C1COCC1. Product: [Br:1][C:2]1[CH:10]=[CH:9][C:5]([CH2:6][OH:7])=[C:4]([CH3:11])[CH:3]=1. The catalyst class is: 7. (4) Reactant: [Cl:1][C:2]1[CH:7]=[CH:6][C:5]([C:8]2[C:13]([NH:14][NH2:15])=[N:12][N:11]([CH2:16][C:17]3[C:18]([CH3:27])=[N:19][C:20]([C:23]([F:26])([F:25])[F:24])=[CH:21][CH:22]=3)[C:10](=[O:28])[C:9]=2[C:29]2[CH:36]=[CH:35][C:32]([C:33]#[N:34])=[CH:31][CH:30]=2)=[CH:4][CH:3]=1.CCN(CC)CC.[CH3:44][O:45][CH2:46][C:47](Cl)=[O:48]. Product: [Cl:1][C:2]1[CH:7]=[CH:6][C:5]([C:8]2[C:13]([NH:14][NH:15][C:47](=[O:48])[CH2:46][O:45][CH3:44])=[N:12][N:11]([CH2:16][C:17]3[C:18]([CH3:27])=[N:19][C:20]([C:23]([F:25])([F:26])[F:24])=[CH:21][CH:22]=3)[C:10](=[O:28])[C:9]=2[C:29]2[CH:30]=[CH:31][C:32]([C:33]#[N:34])=[CH:35][CH:36]=2)=[CH:4][CH:3]=1. The catalyst class is: 49. (5) The catalyst class is: 6. Reactant: CN(C=O)C.[CH3:6][CH:7]1[CH2:12][CH2:11][NH:10][CH2:9][CH2:8]1.C([O-])([O-])=O.[Cs+].[Cs+].Cl[C:20]1[CH:25]=[CH:24][C:23]2=[N:26][C:27]([C:29]3[CH:30]=[CH:31][C:32]([C:42]([F:45])([F:44])[F:43])=[C:33]([NH:35][C:36](=[O:41])[C:37]([CH3:40])([CH3:39])[CH3:38])[CH:34]=3)=[CH:28][N:22]2[N:21]=1. Product: [CH3:38][C:37]([CH3:40])([CH3:39])[C:36]([NH:35][C:33]1[CH:34]=[C:29]([C:27]2[N:26]=[C:23]3[N:22]([CH:28]=2)[N:21]=[C:20]([N:10]2[CH2:11][CH2:12][CH:7]([CH3:6])[CH2:8][CH2:9]2)[CH:25]=[CH:24]3)[CH:30]=[CH:31][C:32]=1[C:42]([F:44])([F:43])[F:45])=[O:41]. (6) Reactant: [Br:1][C:2]1[CH:3]=[C:4]2[C:8](=[CH:9][CH:10]=1)[NH:7][CH:6]=[CH:5]2.[C:11]1([CH2:17][CH2:18][C:19](N2C3C=CC=CC=3N=N2)=[O:20])[CH:16]=[CH:15][CH:14]=[CH:13][CH:12]=1. Product: [Br:1][C:2]1[CH:3]=[C:4]2[C:8](=[CH:9][CH:10]=1)[NH:7][CH:6]=[C:5]2[C:19](=[O:20])[CH2:18][CH2:17][C:11]1[CH:16]=[CH:15][CH:14]=[CH:13][CH:12]=1. The catalyst class is: 642. (7) Reactant: FC(F)(F)S(O[C:7]1[CH:16]=[CH:15][C:14]2[C:9](=[CH:10][CH:11]=[C:12]([O:17][CH3:18])[CH:13]=2)[C:8]=1[Br:19])(=O)=O.[CH3:22][O:23][C:24]([C:26]1[CH:31]=[CH:30][C:29](B(O)O)=[CH:28][CH:27]=1)=[O:25].C([O-])([O-])=O.[Na+].[Na+]. Product: [Br:19][C:8]1[C:9]2[C:14](=[CH:13][C:12]([O:17][CH3:18])=[CH:11][CH:10]=2)[CH:15]=[CH:16][C:7]=1[C:29]1[CH:30]=[CH:31][C:26]([C:24]([O:23][CH3:22])=[O:25])=[CH:27][CH:28]=1. The catalyst class is: 780. (8) Reactant: [C:1]([C:3]1[CH:39]=[CH:38][C:6]2[N:7](COCC[Si](C)(C)C)[C:8]([CH2:10][C:11]3[C:19]([O:20][CH3:21])=[CH:18][C:17]([CH3:22])=[C:16]4[C:12]=3[CH:13]=[CH:14][N:15]4C(OC(C)(C)C)=O)=[N:9][C:5]=2[CH:4]=1)#[N:2].C(C1C=CC2N=C(CC3C(OC)=CC(C)=C4C=3C=CN4C(OC(C)(C)C)=O)N(COCC[Si](C)(C)C)C=2C=1)#N.[Li+].CC([N-]C(C)C)C.I[CH2:88][CH2:89][CH2:90][C:91]([O:93]C)=[O:92].C(=O)([O-])[O-].[K+].[K+].Cl. Product: [C:1]([C:3]1[CH:39]=[CH:38][C:6]2[NH:7][C:8]([CH:10]([C:11]3[C:19]([O:20][CH3:21])=[CH:18][C:17]([CH3:22])=[C:16]4[C:12]=3[CH:13]=[CH:14][NH:15]4)[CH2:88][CH2:89][CH2:90][C:91]([OH:93])=[O:92])=[N:9][C:5]=2[CH:4]=1)#[N:2]. The catalyst class is: 87. (9) Product: [CH3:50][N:2]([CH3:1])[CH2:3][C:4]([N:6]1[C:15]2[C:10](=[CH:11][C:12]([O:48][CH3:49])=[C:13]([NH:16][C:17]3[NH:22][C:21]4=[N:23][CH:24]=[C:25]([CH3:26])[C:20]4=[C:19]([NH:37][C:38]4[CH:46]=[CH:45][CH:44]=[C:43]([F:47])[C:39]=4[C:40]([NH2:42])=[O:41])[N:18]=3)[CH:14]=2)[CH2:9][CH2:8][CH2:7]1)=[O:5]. Reactant: [CH3:1][N:2]([CH3:50])[CH2:3][C:4]([N:6]1[C:15]2[C:10](=[CH:11][C:12]([O:48][CH3:49])=[C:13]([NH:16][C:17]3[N:18]=[C:19]([NH:37][C:38]4[CH:46]=[CH:45][CH:44]=[C:43]([F:47])[C:39]=4[C:40]([NH2:42])=[O:41])[C:20]4[C:25]([CH3:26])=[CH:24][N:23](S(C5C=CC(C)=CC=5)(=O)=O)[C:21]=4[N:22]=3)[CH:14]=2)[CH2:9][CH2:8][CH2:7]1)=[O:5].[OH-].[Na+]. The catalyst class is: 225. (10) Reactant: [CH3:1][O:2][C:3](=[O:12])[C:4]1[CH:9]=[CH:8][CH:7]=[N:6][C:5]=1[CH2:10][Cl:11].C1C=C(Cl)C=C(C(OO)=[O:21])C=1. Product: [Cl:11][CH2:10][C:5]1[C:4]([C:3]([O:2][CH3:1])=[O:12])=[CH:9][CH:8]=[CH:7][N+:6]=1[O-:21]. The catalyst class is: 2.